This data is from Peptide-MHC class I binding affinity with 185,985 pairs from IEDB/IMGT. The task is: Regression. Given a peptide amino acid sequence and an MHC pseudo amino acid sequence, predict their binding affinity value. This is MHC class I binding data. (1) The peptide sequence is NIEIMDKEQL. The MHC is HLA-A02:02 with pseudo-sequence HLA-A02:02. The binding affinity (normalized) is 0.246. (2) The peptide sequence is AISAVYFKAK. The MHC is HLA-A31:01 with pseudo-sequence HLA-A31:01. The binding affinity (normalized) is 0.316. (3) The peptide sequence is VYKVYYGNAL. The MHC is HLA-A29:02 with pseudo-sequence HLA-A29:02. The binding affinity (normalized) is 0.172. (4) The peptide sequence is TLDAANHSI. The MHC is HLA-A02:03 with pseudo-sequence HLA-A02:03. The binding affinity (normalized) is 0.478. (5) The peptide sequence is ILAKFLHWL. The MHC is HLA-A02:06 with pseudo-sequence HLA-A02:06. The binding affinity (normalized) is 0.736. (6) The peptide sequence is NMLKLVYIF. The MHC is HLA-A32:01 with pseudo-sequence HLA-A32:01. The binding affinity (normalized) is 0.337. (7) The peptide sequence is SRWAISHWL. The MHC is HLA-A02:01 with pseudo-sequence HLA-A02:01. The binding affinity (normalized) is 0.599. (8) The peptide sequence is LFPQLSAIA. The MHC is HLA-B07:02 with pseudo-sequence HLA-B07:02. The binding affinity (normalized) is 0.